The task is: Predict the product of the given reaction.. This data is from Forward reaction prediction with 1.9M reactions from USPTO patents (1976-2016). (1) Given the reactants C([NH:9][C:10]1[N:18]=[CH:17][N:16]=[C:15]2[C:11]=1[N:12]=[CH:13][N:14]2[CH:19]1[O:23][CH:22]([CH:24]=[C:25]([P:27](=[O:30])([OH:29])[OH:28])[F:26])[CH:21]([OH:31])[CH:20]1[OH:32])(=O)C1C=CC=CC=1, predict the reaction product. The product is: [NH2:9][C:10]1[N:18]=[CH:17][N:16]=[C:15]2[C:11]=1[N:12]=[CH:13][N:14]2[CH:19]1[O:23][CH:22]([CH:24]=[C:25]([P:27](=[O:28])([OH:29])[OH:30])[F:26])[CH:21]([OH:31])[CH:20]1[OH:32]. (2) Given the reactants [CH:1]1([CH:4]=O)[CH2:3][CH2:2]1.[NH2:6][C:7]1[CH:17]=[CH:16][C:10]([C:11]([O:13][CH2:14][CH3:15])=[O:12])=[CH:9][CH:8]=1.P(O)(OC1C=CC=CC=1)(OC1C=CC=CC=1)=O.[CH:35](/[NH:38][C:39](=[O:48])[O:40][CH2:41][C:42]1[CH:47]=[CH:46][CH:45]=[CH:44][CH:43]=1)=[CH:36]\[CH3:37], predict the reaction product. The product is: [CH2:41]([O:40][C:39]([NH:38][CH:35]1[C:8]2[C:7](=[CH:17][CH:16]=[C:10]([C:11]([O:13][CH2:14][CH3:15])=[O:12])[CH:9]=2)[NH:6][CH:4]([CH:1]2[CH2:2][CH2:3]2)[CH:36]1[CH3:37])=[O:48])[C:42]1[CH:47]=[CH:46][CH:45]=[CH:44][CH:43]=1. (3) Given the reactants [CH2:1]([O:3][C:4]1[CH:9]=[C:8]([CH3:10])[C:7]([C:11](=[O:13])[CH3:12])=[C:6]([CH3:14])[CH:5]=1)[CH3:2].[Br-:15].[Br-].[Br-].C([N+](CCCC)(CCCC)CCCC)CCC.C([N+](CCCC)(CCCC)CCCC)CCC.C([N+](CCCC)(CCCC)CCCC)CCC, predict the reaction product. The product is: [Br:15][CH2:12][C:11]([C:7]1[C:8]([CH3:10])=[CH:9][C:4]([O:3][CH2:1][CH3:2])=[CH:5][C:6]=1[CH3:14])=[O:13]. (4) Given the reactants [Cr](Cl)([O-])(=O)=O.[NH+]1C=CC=CC=1.[OH:12][CH2:13][C:14]12[CH2:23][CH:18]3[CH2:19][CH:20]([CH2:22][C:16]([CH2:24][OH:25])([CH2:17]3)[CH2:15]1)[CH2:21]2, predict the reaction product. The product is: [C:14]12([CH:13]=[O:12])[CH2:23][CH:18]3[CH2:19][CH:20]([CH2:22][C:16]([CH:24]=[O:25])([CH2:17]3)[CH2:15]1)[CH2:21]2. (5) Given the reactants [F:1][C:2]1[CH:7]=[CH:6][CH:5]=[C:4]([F:8])[C:3]=1[N:9]1[C:14]2[N:15]=[C:16]([NH:36][CH2:37][CH2:38][N:39](C)[C:40](=O)OC(C)(C)C)[N:17]=[C:18]([C:19]3[CH:24]=[C:23]([C:25]([NH:27][CH2:28][C:29]4[CH:34]=[CH:33][CH:32]=[CH:31][CH:30]=4)=[O:26])[CH:22]=[CH:21][C:20]=3[CH3:35])[C:13]=2[CH2:12][NH:11][C:10]1=[O:48].FC(F)(F)C(O)=O, predict the reaction product. The product is: [NH4+:9].[OH-:26].[F:1][C:2]1[CH:7]=[CH:6][CH:5]=[C:4]([F:8])[C:3]=1[N:9]1[C:14]2[N:15]=[C:16]([NH:36][CH2:37][CH2:38][NH:39][CH3:40])[N:17]=[C:18]([C:19]3[CH:24]=[C:23]([CH:22]=[CH:21][C:20]=3[CH3:35])[C:25]([NH:27][CH2:28][C:29]3[CH:34]=[CH:33][CH:32]=[CH:31][CH:30]=3)=[O:26])[C:13]=2[CH2:12][NH:11][C:10]1=[O:48].